From a dataset of Full USPTO retrosynthesis dataset with 1.9M reactions from patents (1976-2016). Predict the reactants needed to synthesize the given product. (1) Given the product [CH3:20][C:15]1([CH3:21])[C:16]([CH3:19])([CH3:18])[O:17][B:13]([C:11]2[CH:10]=[CH:9][N:8]([C:1]([O:3][C:4]([CH3:7])([CH3:6])[CH3:5])=[O:2])[CH:12]=2)[O:14]1, predict the reactants needed to synthesize it. The reactants are: [C:1]([N:8]1[CH:12]=[CH:11][CH:10]=[CH:9]1)([O:3][C:4]([CH3:7])([CH3:6])[CH3:5])=[O:2].[B:13]1([B:13]2[O:17][C:16]([CH3:19])([CH3:18])[C:15]([CH3:21])([CH3:20])[O:14]2)[O:17][C:16]([CH3:19])([CH3:18])[C:15]([CH3:21])([CH3:20])[O:14]1.C(OCC)(=O)C. (2) Given the product [Br:25][CH:9]([C:5]1[C:6]([Cl:8])=[N:7][C:2]([Cl:1])=[N:3][CH:4]=1)[CH:10]([CH3:12])[CH3:11], predict the reactants needed to synthesize it. The reactants are: [Cl:1][C:2]1[N:7]=[C:6]([Cl:8])[C:5]([CH:9](O)[CH:10]([CH3:12])[CH3:11])=[CH:4][N:3]=1.C(N(CC)C(C)C)(C)C.P(Br)(Br)([Br:25])=O. (3) Given the product [C:36]1([CH:29]([C:30]2[CH:35]=[CH:34][CH:33]=[CH:32][CH:31]=2)[CH2:28][NH:27][C:23]2[N:22]=[C:21]([N:42]3[CH:43]=[C:44]([NH:47][C:48]([NH:50][C:51]4[CH:52]=[N:53][CH:54]=[CH:55][CH:56]=4)=[O:49])[CH:45]=[N:60]3)[N:20]=[C:19]3[C:24]=2[N:25]=[CH:26][N:18]3[C@@H:16]2[CH2:17][C@H:13]([NH:12][C:10](=[O:11])[CH2:9][OH:8])[C@@H:14]([OH:58])[C@H:15]2[OH:57])[CH:41]=[CH:40][CH:39]=[CH:38][CH:37]=1, predict the reactants needed to synthesize it. The reactants are: C([O:8][C@H:9](C)[C:10]([NH:12][C@H:13]1[CH2:17][C@@H:16]([N:18]2[CH:26]=[N:25][C:24]3[C:19]2=[N:20][C:21]([N:42]2C[CH2:45][C@@H:44]([NH:47][C:48]([NH:50][C:51]4[CH:52]=[N:53][CH:54]=[CH:55][CH:56]=4)=[O:49])[CH2:43]2)=[N:22][C:23]=3[NH:27][CH2:28][CH:29]([C:36]2[CH:41]=[CH:40][CH:39]=[CH:38][CH:37]=2)[C:30]2[CH:35]=[CH:34][CH:33]=[CH:32][CH:31]=2)[C@H:15]([OH:57])[C@@H:14]1[OH:58])=[O:11])C1C=CC=CC=1.[NH2:60][C@@H]1CCN(C2N=C3C(N=CN3[C@@H]3C[C@H](NC(=O)[C@H](OCC4C=CC=CC=4)C)[C@@H](O)[C@H]3O)=C(NCC(C3C=CC=CC=3)C3C=CC=CC=3)N=2)C1. (4) Given the product [CH:42]1([C:40]([NH:39][C:37]2[N:38]=[C:33]3[CH:32]=[CH:31][C:30]([O:29][C:28]4[CH:27]=[C:26]([NH:25][C:8](=[O:10])[C:7]5[CH:11]=[CH:12][CH:13]=[C:5]([O:4][CH:1]([CH3:2])[CH3:3])[CH:6]=5)[CH:47]=[CH:46][CH:45]=4)=[N:35][N:34]3[CH:36]=2)=[O:41])[CH2:43][CH2:44]1, predict the reactants needed to synthesize it. The reactants are: [CH:1]([O:4][C:5]1[CH:6]=[C:7]([CH:11]=[CH:12][CH:13]=1)[C:8]([OH:10])=O)([CH3:3])[CH3:2].C(Cl)(=O)C(Cl)=O.O1CCCC1.[NH2:25][C:26]1[CH:27]=[C:28]([CH:45]=[CH:46][CH:47]=1)[O:29][C:30]1[CH:31]=[CH:32][C:33]2[N:34]([CH:36]=[C:37]([NH:39][C:40]([CH:42]3[CH2:44][CH2:43]3)=[O:41])[N:38]=2)[N:35]=1. (5) Given the product [CH2:22]([O:8][C:5]1[CH:6]=[CH:7][C:2]([Br:1])=[CH:3][CH:4]=1)[CH2:21][CH2:20][CH2:19][CH2:18][CH2:17][CH2:16][CH2:15][CH2:14][CH2:13][CH2:12][CH3:11], predict the reactants needed to synthesize it. The reactants are: [Br:1][C:2]1[CH:7]=[CH:6][C:5]([OH:8])=[CH:4][CH:3]=1.[OH-].[Na+].[CH2:11](Br)[CH2:12][CH2:13][CH2:14][CH2:15][CH2:16][CH2:17][CH2:18][CH2:19][CH2:20][CH2:21][CH3:22].O. (6) Given the product [CH3:15][NH:16][C:17]1[CH:18]=[N:19][C:20]([N:31]2[CH2:32][CH2:33][S:34][CH2:35][CH2:36]2)=[CH:21][C:22]=1[C:23]1[CH:28]=[CH:27][C:26]([F:29])=[CH:25][C:24]=1[CH3:30], predict the reactants needed to synthesize it. The reactants are: COCCO[AlH2-]OCCOC.[Na+].CO[C:15](=O)[NH:16][C:17]1[CH:18]=[N:19][C:20]([N:31]2[CH2:36][CH2:35][S:34][CH2:33][CH2:32]2)=[CH:21][C:22]=1[C:23]1[CH:28]=[CH:27][C:26]([F:29])=[CH:25][C:24]=1[CH3:30].[OH-].[Na+].